From a dataset of Forward reaction prediction with 1.9M reactions from USPTO patents (1976-2016). Predict the product of the given reaction. Given the reactants [CH2:1]([O:4][N:5]([C@@H:18]1[C:23]([CH3:24])=[CH:22][C@@H:21]([CH2:25][O:26][Si:27]([C:30]([CH3:33])([CH3:32])[CH3:31])([CH3:29])[CH3:28])[NH:20][CH2:19]1)S(C1C=CC=CC=1[N+]([O-])=O)(=O)=O)[CH:2]=[CH2:3].C(=O)([O-])[O-].[K+].[K+].C1(S)C=CC=CC=1, predict the reaction product. The product is: [CH2:1]([O:4][NH:5][C@@H:18]1[C:23]([CH3:24])=[CH:22][C@@H:21]([CH2:25][O:26][Si:27]([C:30]([CH3:33])([CH3:32])[CH3:31])([CH3:28])[CH3:29])[NH:20][CH2:19]1)[CH:2]=[CH2:3].